From a dataset of Catalyst prediction with 721,799 reactions and 888 catalyst types from USPTO. Predict which catalyst facilitates the given reaction. (1) Reactant: [F:1][C:2]1[CH:3]=[CH:4][C:5]([N+:9]([O-:11])=[O:10])=[C:6]([OH:8])[CH:7]=1.C([O-])([O-])=O.[K+].[K+].I[CH2:19][CH2:20][CH3:21]. Product: [F:1][C:2]1[CH:3]=[CH:4][C:5]([N+:9]([O-:11])=[O:10])=[C:6]([O:8][CH2:19][CH2:20][CH3:21])[CH:7]=1. The catalyst class is: 131. (2) Reactant: [CH3:1][O:2][C:3]1[CH:4]=[C:5]2[C:9](=[CH:10][C:11]=1[O:12][CH3:13])[NH:8][C:7]1[N:14]=[CH:15][N:16]=[C:17]([N:18]3[CH2:23][CH2:22][NH:21][CH2:20][CH2:19]3)[C:6]2=1.N1C=CC=CC=1.[Cl-].[N:31]1[CH:36]=[CH:35][CH:34]=[N:33][C:32]=1[NH:37][S:38]([C:41]1[CH:46]=[CH:45][C:44]([NH:47][CH:48]=[S:49])=[CH:43][CH:42]=1)(=[O:40])=[O:39].CO. Product: [N:31]1[CH:36]=[CH:35][CH:34]=[N:33][C:32]=1[NH:37][S:38]([C:41]1[CH:46]=[CH:45][C:44]([NH:47][C:48]([N:21]2[CH2:20][CH2:19][N:18]([C:17]3[C:6]4[C:5]5[C:9](=[CH:10][C:11]([O:12][CH3:13])=[C:3]([O:2][CH3:1])[CH:4]=5)[NH:8][C:7]=4[N:14]=[CH:15][N:16]=3)[CH2:23][CH2:22]2)=[S:49])=[CH:43][CH:42]=1)(=[O:40])=[O:39]. The catalyst class is: 4. (3) Reactant: [C:1]([O:5][C:6]([N:8]1[CH2:13][CH2:12][CH:11]([C:14]2[CH:22]=[C:21]([Cl:23])[C:20]([CH3:24])=[CH:19][C:15]=2[C:16](O)=[O:17])[CH2:10][CH2:9]1)=[O:7])([CH3:4])([CH3:3])[CH3:2].B. Product: [Cl:23][C:21]1[C:20]([CH3:24])=[CH:19][C:15]([CH2:16][OH:17])=[C:14]([CH:11]2[CH2:10][CH2:9][N:8]([C:6]([O:5][C:1]([CH3:3])([CH3:4])[CH3:2])=[O:7])[CH2:13][CH2:12]2)[CH:22]=1. The catalyst class is: 1. (4) Reactant: [S:1]1[CH:5]=[CH:4][C:3]2[C:6](=[O:9])[CH2:7][CH2:8][C:2]1=2.[H-].[Na+].C([O:14][C:15]([C:17]1[CH:21]=[CH:20][O:19][CH:18]=1)=O)C.Cl. Product: [O:19]1[CH:20]=[CH:21][C:17]([C:15]([CH:7]2[CH2:8][C:2]3[S:1][CH:5]=[CH:4][C:3]=3[C:6]2=[O:9])=[O:14])=[CH:18]1. The catalyst class is: 375. (5) Reactant: [C:1]1([C:7]2([C:17]3[CH:22]=[CH:21][CH:20]=[CH:19][CH:18]=3)[CH:11]3[CH2:12][NH:13][CH2:14][CH2:15][N:10]3[C:9](=[O:16])[O:8]2)[CH:6]=[CH:5][CH:4]=[CH:3][CH:2]=1.N1C=CC=CC=1.[F:29][C:30]1[CH:35]=[CH:34][C:33](/[CH:36]=[CH:37]/[S:38](Cl)(=[O:40])=[O:39])=[CH:32][CH:31]=1. Product: [F:29][C:30]1[CH:31]=[CH:32][C:33](/[CH:36]=[CH:37]/[S:38]([N:13]2[CH2:14][CH2:15][N:10]3[C:9](=[O:16])[O:8][C:7]([C:1]4[CH:6]=[CH:5][CH:4]=[CH:3][CH:2]=4)([C:17]4[CH:18]=[CH:19][CH:20]=[CH:21][CH:22]=4)[CH:11]3[CH2:12]2)(=[O:40])=[O:39])=[CH:34][CH:35]=1. The catalyst class is: 22. (6) Reactant: [C:1](Cl)(=[O:5])[C:2](Cl)=[O:3].[Cl:7][C:8]1[CH:13]=[CH:12][C:11]([C:14]2[NH:15][C:16]3[C:21]([CH:22]=2)=[CH:20][CH:19]=[CH:18][CH:17]=3)=[CH:10][C:9]=1[S:23]([NH:26][CH:27]1[CH2:32][CH2:31][CH2:30][CH2:29][CH2:28]1)(=[O:25])=[O:24].[CH3:33][NH2:34]. Product: [Cl:7][C:8]1[CH:13]=[CH:12][C:11]([C:14]2[NH:15][C:16]3[C:21]([C:22]=2[C:1](=[O:5])[C:2]([NH:34][CH3:33])=[O:3])=[CH:20][CH:19]=[CH:18][CH:17]=3)=[CH:10][C:9]=1[S:23](=[O:25])(=[O:24])[NH:26][CH:27]1[CH2:32][CH2:31][CH2:30][CH2:29][CH2:28]1. The catalyst class is: 410. (7) Reactant: [CH3:1][C:2]1[C:6]([CH2:7][N:8]2[CH:12]=[C:11]([N+:13]([O-])=O)[CH:10]=[N:9]2)=[C:5]([CH3:16])[O:4][N:3]=1.[CH3:17][C:18]([O:21][C:22](O[C:22]([O:21][C:18]([CH3:20])([CH3:19])[CH3:17])=[O:23])=[O:23])([CH3:20])[CH3:19]. Product: [CH3:1][C:2]1[C:6]([CH2:7][N:8]2[CH:12]=[C:11]([NH:13][C:22](=[O:23])[O:21][C:18]([CH3:20])([CH3:19])[CH3:17])[CH:10]=[N:9]2)=[C:5]([CH3:16])[O:4][N:3]=1. The catalyst class is: 19.